From a dataset of Forward reaction prediction with 1.9M reactions from USPTO patents (1976-2016). Predict the product of the given reaction. (1) The product is: [CH3:16][N:7]1[C:8]2[S:14][CH:13]=[C:12]([CH3:15])[C:9]=2[C:10](=[O:11])[N:5]([CH2:4][CH2:3][CH2:2][O:1][CH:38]2[CH2:37][CH2:36][CH2:35][CH2:40][O:39]2)[C:6]1=[O:17]. Given the reactants [OH:1][CH2:2][CH2:3][CH2:4][N:5]1[C:10](=[O:11])[C:9]2[C:12]([CH3:15])=[CH:13][S:14][C:8]=2[N:7]([CH3:16])[C:6]1=[O:17].CC1C=CC(S([O-])(=O)=O)=CC=1.C1C=C[NH+]=CC=1.[CH2:35]1[CH2:40][O:39][CH:38]=[CH:37][CH2:36]1.O, predict the reaction product. (2) Given the reactants [OH:1]O.[Br:3][C:4]1[CH:9]=[CH:8][CH:7]=[C:6]([CH3:10])[N:5]=1, predict the reaction product. The product is: [Br:3][C:4]1[CH:9]=[CH:8][CH:7]=[C:6]([CH3:10])[N+:5]=1[O-:1]. (3) Given the reactants C([O-])([O-])=O.[K+].[K+].C(B1O[C:15]([CH3:17])([CH3:16])[C:12]([CH3:14])([CH3:13])O1)(C)=C.[C:19]([O:23][C:24](=[O:53])[CH2:25][O:26][C:27]1[C:32]2[CH2:33][CH2:34][CH2:35][CH2:36][CH:37]([NH:38][S:39]([C:42]3[CH:47]=[C:46]([C:48]([F:51])([F:50])[F:49])C=C(Br)C=3)(=[O:41])=[O:40])[C:31]=2[CH:30]=[CH:29][CH:28]=1)([CH3:22])([CH3:21])[CH3:20], predict the reaction product. The product is: [C:19]([O:23][C:24](=[O:53])[CH2:25][O:26][C:27]1[C:32]2[CH2:33][CH2:34][CH2:35][CH2:36][CH:37]([NH:38][S:39]([C:42]3[CH:47]=[C:46]([C:48]([F:49])([F:50])[F:51])[CH:16]=[C:15]([C:12]([CH3:13])=[CH2:14])[CH:17]=3)(=[O:41])=[O:40])[C:31]=2[CH:30]=[CH:29][CH:28]=1)([CH3:22])([CH3:20])[CH3:21]. (4) Given the reactants [H-].[Na+].[CH2:3]([O:5][C:6]([C:8]1[CH:9]=[N:10][N:11]([CH3:14])[C:12]=1[NH2:13])=[O:7])[CH3:4].F[C:16]1[CH:21]=[CH:20][CH:19]=[CH:18][C:17]=1[N+:22]([O-:24])=[O:23].OS([O-])(=O)=O.[K+], predict the reaction product. The product is: [CH2:3]([O:5][C:6]([C:8]1[CH:9]=[N:10][N:11]([CH3:14])[C:12]=1[NH:13][C:16]1[CH:21]=[CH:20][CH:19]=[CH:18][C:17]=1[N+:22]([O-:24])=[O:23])=[O:7])[CH3:4]. (5) The product is: [CH3:25][N:26]([CH2:27][CH:28]1[CH2:33][CH2:32][CH2:31][CH2:30][O:29]1)[C:15]([C:11]1[CH:10]=[C:9]2[C:14](=[CH:13][CH:12]=1)[C:5]([O:4][CH:1]([CH3:2])[CH3:3])=[N:6][C:7]([NH:18][C:19]1[CH:23]=[C:22]([CH3:24])[NH:21][N:20]=1)=[CH:8]2)=[O:17]. Given the reactants [CH:1]([O:4][C:5]1[C:14]2[C:9](=[CH:10][C:11]([C:15]([OH:17])=O)=[CH:12][CH:13]=2)[CH:8]=[C:7]([NH:18][C:19]2[CH:23]=[C:22]([CH3:24])[NH:21][N:20]=2)[N:6]=1)([CH3:3])[CH3:2].[CH3:25][NH:26][CH2:27][CH:28]1[CH2:33][CH2:32][CH2:31][CH2:30][O:29]1, predict the reaction product. (6) Given the reactants [NH2:1][C:2]1[CH:7]=[CH:6][C:5]([O:8][CH3:9])=[CH:4][C:3]=1[CH2:10][CH:11]([OH:16])[C:12]([CH3:15])([CH3:14])[CH3:13].[CH:17]([C:19]1[CH:20]=[C:21]([CH:26]=[CH:27][CH:28]=1)[C:22]([O:24][CH3:25])=[O:23])=O.C(O[BH-](OC(=O)C)OC(=O)C)(=O)C.[Na+], predict the reaction product. The product is: [OH:16][CH:11]([C:12]([CH3:13])([CH3:15])[CH3:14])[CH2:10][C:3]1[CH:4]=[C:5]([O:8][CH3:9])[CH:6]=[CH:7][C:2]=1[NH:1][CH2:17][C:19]1[CH:20]=[C:21]([CH:26]=[CH:27][CH:28]=1)[C:22]([O:24][CH3:25])=[O:23].